Task: Binary Classification. Given a miRNA mature sequence and a target amino acid sequence, predict their likelihood of interaction.. Dataset: Experimentally validated miRNA-target interactions with 360,000+ pairs, plus equal number of negative samples The miRNA is hsa-miR-4763-3p with sequence AGGCAGGGGCUGGUGCUGGGCGGG. The protein sequence of the target gene is MATASGASDLSGSGAPPPGVGAQAAAAAEEEEREVVRVRVKKCESFLPPEFRSFAVDPQITSLDVLQHILIRAFDLSGKKNFGISYLGRDRLGQEVYLSLLSDWDLSTAFATASKPYLQLRVDIRPSEDSPLLEDWDIISPKDVIGSDVLLAEKRSSLTTAALPFTQSILTQVGRTLSKVQQVLSWSYGEDVKPFKPPLSDAEFHTYLNHEGQLSRPEELRLRIYHGGVEPSLRKVVWRYLLNVYPDGLTGRERMDYMKRKSREYEQLKSEWAQRANPEDLEFIRSTVLKDVLRTDRAHP.... Result: 1 (interaction).